Dataset: Catalyst prediction with 721,799 reactions and 888 catalyst types from USPTO. Task: Predict which catalyst facilitates the given reaction. (1) Reactant: S1C=[C:4]([Si:6](C)([CH3:13])[C:7]2[CH:12]=[CH:11][CH:10]=[CH:9][CH:8]=2)C2C=CC=CC1=2.CC([O-])(C)C.[K+].[S:25]1[CH:29]=[CH:28][C:27]2[CH:30]=[CH:31][CH:32]=[CH:33][C:26]1=2. Product: [S:25]1[C:29]([Si:6]([CH3:13])([CH3:4])[C:7]2[CH:12]=[CH:11][CH:10]=[CH:9][CH:8]=2)=[CH:28][C:27]2[CH:30]=[CH:31][CH:32]=[CH:33][C:26]1=2. The catalyst class is: 1. (2) Reactant: [O:1]=[C:2]1[CH2:7][CH2:6][N:5]([C:8]([O:10][C:11]([CH3:14])([CH3:13])[CH3:12])=[O:9])[CH2:4][CH2:3]1.[CH:15]([Mg]Br)=[CH2:16].O. Product: [CH:15]([C:2]1([OH:1])[CH2:3][CH2:4][N:5]([C:8]([O:10][C:11]([CH3:14])([CH3:13])[CH3:12])=[O:9])[CH2:6][CH2:7]1)=[CH2:16]. The catalyst class is: 4. (3) Reactant: [CH2:1]([O:5][CH:6]=[CH:7][C:8]1[CH:13]=[CH:12][C:11]([C:14]2[N:15]([C:30]3[CH:35]=[CH:34][C:33]([Cl:36])=[CH:32][CH:31]=3)[C:16](=[O:29])[C:17]3[CH:22]=[N:21][N:20]([C:23]4[CH:28]=[CH:27][CH:26]=[CH:25][CH:24]=4)[C:18]=3[N:19]=2)=[CH:10][CH:9]=1)[CH2:2][CH2:3][CH3:4]. Product: [CH2:1]([O:5][CH2:6][CH2:7][C:8]1[CH:9]=[CH:10][C:11]([C:14]2[N:15]([C:30]3[CH:31]=[CH:32][C:33]([Cl:36])=[CH:34][CH:35]=3)[C:16](=[O:29])[C:17]3[CH:22]=[N:21][N:20]([C:23]4[CH:28]=[CH:27][CH:26]=[CH:25][CH:24]=4)[C:18]=3[N:19]=2)=[CH:12][CH:13]=1)[CH2:2][CH2:3][CH3:4]. The catalyst class is: 50. (4) Reactant: [I-].[Na+].Cl[CH:4]1[CH2:8][O:7][C:6](=[O:9])[O:5]1.C(N(CC)CC)C.[Na+].[O:18]1[C:25]2[CH:24]=[C:23]([C:26]([O-:28])=[O:27])[NH:22][C:21]=2[CH:20]=[CH:19]1. Product: [O:18]1[C:25]2[CH:24]=[C:23]([C:26]([O:28][CH:4]3[CH2:8][O:7][C:6](=[O:9])[O:5]3)=[O:27])[NH:22][C:21]=2[CH:20]=[CH:19]1. The catalyst class is: 12. (5) Reactant: [Br:1][C:2]1[CH:3]=[CH:4][C:5]2[O:6][CH2:7][CH:8]([CH3:12])[NH:9][C:10]=2[N:11]=1.[H-].[Na+].I[CH3:16]. Product: [Br:1][C:2]1[CH:3]=[CH:4][C:5]2[O:6][CH2:7][CH:8]([CH3:12])[N:9]([CH3:16])[C:10]=2[N:11]=1. The catalyst class is: 9. (6) Reactant: C(N(CC)C(C)C)(C)C.Br[CH2:11][C:12]1[CH:17]=[CH:16][CH:15]=[CH:14][C:13]=1[CH2:18][CH2:19]Br.[C:21]1([O:27][C:28]([NH:30][NH2:31])=[O:29])[CH:26]=[CH:25][CH:24]=[CH:23][CH:22]=1.O. Product: [C:21]1([O:27][C:28](=[O:29])[NH:30][N:31]2[CH2:19][CH2:18][C:13]3[C:12](=[CH:17][CH:16]=[CH:15][CH:14]=3)[CH2:11]2)[CH:22]=[CH:23][CH:24]=[CH:25][CH:26]=1. The catalyst class is: 9. (7) Reactant: Cl.I[C:3]1[CH:4]=[C:5]2[C:10](=[CH:11][CH:12]=1)[N:9]=[CH:8][C:7]([C:13]([NH2:15])=[O:14])=[C:6]2[NH:16][C:17]1[CH:22]=[CH:21][CH:20]=[C:19]([O:23][CH3:24])[CH:18]=1.CC(C)([O-])C.[K+].[CH3:31][O:32][C:33]1[CH:38]=[CH:37][C:36]([CH2:39][SH:40])=[CH:35][CH:34]=1.O(C1C=CC=CC=1P(C1C=CC=CC=1)C1C=CC=CC=1)C1C=CC=CC=1P(C1C=CC=CC=1)C1C=CC=CC=1. The catalyst class is: 9. Product: [CH3:24][O:23][C:19]1[CH:18]=[C:17]([NH:16][C:6]2[C:5]3[C:10](=[CH:11][CH:12]=[C:3]([S:40][CH2:39][C:36]4[CH:37]=[CH:38][C:33]([O:32][CH3:31])=[CH:34][CH:35]=4)[CH:4]=3)[N:9]=[CH:8][C:7]=2[C:13]([NH2:15])=[O:14])[CH:22]=[CH:21][CH:20]=1. (8) Reactant: [Na].Cl.[C:3]([NH2:6])(=[NH:5])[CH3:4].Cl.O=[C:9]1[CH:14]([C:15](OCC)=[O:16])[CH2:13][CH2:12][N:11]([CH2:20][C:21]2[CH:26]=[CH:25][CH:24]=[CH:23][CH:22]=2)[CH2:10]1. Product: [CH3:4][C:3]1[N:6]=[C:13]2[CH2:12][N:11]([CH2:20][C:21]3[CH:26]=[CH:25][CH:24]=[CH:23][CH:22]=3)[CH2:10][CH2:9][CH:14]2[C:15](=[O:16])[N:5]=1. The catalyst class is: 8. (9) Reactant: [NH:1]1[C:9]2[CH:8]=[CH:7][CH:6]=[C:5]([OH:10])[C:4]=2[CH:3]=[N:2]1.O[CH:12]1[CH2:17][CH2:16][N:15](C(OC(C)(C)C)=O)[CH2:14][CH2:13]1.C1(P(C2C=CC=CC=2)C2C=CC=CC=2)C=CC=CC=1.N(C(OCC1C=CC=CC=1)=O)=NC(OCC1C=CC=CC=1)=O.ClCCl.Cl.O1CCOCC1. Product: [NH:15]1[CH2:16][CH2:17][CH:12]([O:10][C:5]2[CH:6]=[CH:7][CH:8]=[C:9]3[C:4]=2[CH:3]=[N:2][NH:1]3)[CH2:13][CH2:14]1. The catalyst class is: 83. (10) Reactant: C(O[C:5]1[C:6](=[O:18])[C:7](=[O:17])[C:8]=1[C:9]1[CH:14]=[CH:13][C:12]([O:15][CH3:16])=[CH:11][CH:10]=1)(C)C.[CH3:19][NH:20][CH:21]([CH3:23])[CH3:22]. Product: [CH:21]([N:20]([CH3:19])[C:5]1[C:6](=[O:18])[C:7](=[O:17])[C:8]=1[C:9]1[CH:10]=[CH:11][C:12]([O:15][CH3:16])=[CH:13][CH:14]=1)([CH3:23])[CH3:22]. The catalyst class is: 10.